This data is from Forward reaction prediction with 1.9M reactions from USPTO patents (1976-2016). The task is: Predict the product of the given reaction. (1) The product is: [NH2:25][C:26]1[C:27]([C:36]([NH:46][C@H:45]([C:47]([O:49][CH3:50])=[O:48])[CH2:44][O:43][CH2:39][CH2:40][CH2:41][CH3:42])=[O:38])=[CH:28][C:29]2[C:34]([CH:35]=1)=[CH:33][CH:32]=[CH:31][CH:30]=2. Given the reactants CN(C(ON1N=NC2C=CC=NC1=2)=[N+](C)C)C.F[P-](F)(F)(F)(F)F.[NH2:25][C:26]1[C:27]([C:36]([OH:38])=O)=[CH:28][C:29]2[C:34]([CH:35]=1)=[CH:33][CH:32]=[CH:31][CH:30]=2.[CH2:39]([O:43][CH2:44][C@@H:45]([C:47]([O:49][CH3:50])=[O:48])[NH2:46])[CH2:40][CH2:41][CH3:42].C(N(C(C)C)CC)(C)C, predict the reaction product. (2) Given the reactants [C:1]1([CH2:7][CH2:8][CH2:9][CH2:10]O)[CH:6]=[CH:5][CH:4]=[CH:3][CH:2]=1.[Br-:12].[Br-].C1(P(C2C=CC=CC=2)C2C=CC=CC=2)C=CC=CC=1.CO, predict the reaction product. The product is: [C:1]1([CH2:7][CH2:8][CH2:9][CH2:10][Br:12])[CH:6]=[CH:5][CH:4]=[CH:3][CH:2]=1. (3) Given the reactants Cl[C:2]1[CH:3]=[C:4]([C:9]2[N:13]3[CH:14]=[CH:15][C:16]([C:19]([OH:22])([CH3:21])[CH3:20])=[C:17]([F:18])[C:12]3=[N:11][CH:10]=2)[CH:5]=[CH:6][C:7]=1[F:8].[CH3:23][S:24]([C:27]1[CH:32]=[CH:31][C:30](B(O)O)=[CH:29][CH:28]=1)(=[O:26])=[O:25], predict the reaction product. The product is: [F:18][C:17]1[C:12]2[N:13]([C:9]([C:4]3[CH:5]=[CH:6][C:7]([F:8])=[C:2]([C:30]4[CH:31]=[CH:32][C:27]([S:24]([CH3:23])(=[O:26])=[O:25])=[CH:28][CH:29]=4)[CH:3]=3)=[CH:10][N:11]=2)[CH:14]=[CH:15][C:16]=1[C:19]([OH:22])([CH3:21])[CH3:20]. (4) Given the reactants [F:1][C:2]([F:17])([F:16])[CH2:3][CH2:4][CH:5]([CH2:12][N+:13]([O-])=O)[CH2:6][C:7](OCC)=[O:8], predict the reaction product. The product is: [F:1][C:2]([F:17])([F:16])[CH2:3][CH2:4][CH:5]1[CH2:12][NH:13][C:7](=[O:8])[CH2:6]1. (5) Given the reactants OC1C(C2C=CC(O)=CC=2)CCN(C(OC(C)(C)C)=O)C1.BrCCCC1C=CC=CC=1.C(=O)([O-])[O-].[K+].[K+].[OH:38][CH:39]1[CH:44]([C:45]2[CH:50]=[CH:49][C:48]([O:51][CH2:52][CH2:53][CH2:54][C:55]3[CH:60]=[CH:59][CH:58]=[CH:57][CH:56]=3)=[CH:47][CH:46]=2)[CH2:43][CH2:42][N:41]([C:61]([O:63][C:64]([CH3:67])([CH3:66])[CH3:65])=[O:62])[CH2:40]1.Br[CH2:69][C:70]1[CH:79]=[CH:78][C:77]2[C:72](=[CH:73][CH:74]=[CH:75][CH:76]=2)[CH:71]=1, predict the reaction product. The product is: [CH:71]1[C:72]2[C:77](=[CH:76][CH:75]=[CH:74][CH:73]=2)[CH:78]=[CH:79][C:70]=1[CH2:69][O:38][CH:39]1[CH:44]([C:45]2[CH:46]=[CH:47][C:48]([O:51][CH2:52][CH2:53][CH2:54][C:55]3[CH:56]=[CH:57][CH:58]=[CH:59][CH:60]=3)=[CH:49][CH:50]=2)[CH2:43][CH2:42][N:41]([C:61]([O:63][C:64]([CH3:67])([CH3:66])[CH3:65])=[O:62])[CH2:40]1.